This data is from Peptide-MHC class II binding affinity with 134,281 pairs from IEDB. The task is: Regression. Given a peptide amino acid sequence and an MHC pseudo amino acid sequence, predict their binding affinity value. This is MHC class II binding data. (1) The peptide sequence is GLAVLRKVKRVVASL. The MHC is DRB5_0101 with pseudo-sequence DRB5_0101. The binding affinity (normalized) is 0.872. (2) The peptide sequence is YDKFLANKSTVLTGK. The MHC is DRB1_0401 with pseudo-sequence DRB1_0401. The binding affinity (normalized) is 0.570. (3) The MHC is DRB1_0405 with pseudo-sequence DRB1_0405. The peptide sequence is RNMTMSMSMILVGVI. The binding affinity (normalized) is 0. (4) The peptide sequence is KLRSAGELELQFRRV. The MHC is DRB1_1001 with pseudo-sequence DRB1_1001. The binding affinity (normalized) is 0.371. (5) The peptide sequence is VGKMYFNLIDTKC. The MHC is DRB4_0101 with pseudo-sequence DRB4_0103. The binding affinity (normalized) is 0. (6) The MHC is HLA-DQA10501-DQB10301 with pseudo-sequence HLA-DQA10501-DQB10301. The peptide sequence is TIAAMMTSPLSVASM. The binding affinity (normalized) is 0.869. (7) The peptide sequence is FDSFVASLTEALRVI. The MHC is HLA-DQA10102-DQB10502 with pseudo-sequence HLA-DQA10102-DQB10502. The binding affinity (normalized) is 0.